Task: Predict which catalyst facilitates the given reaction.. Dataset: Catalyst prediction with 721,799 reactions and 888 catalyst types from USPTO (1) Product: [Cl:17][C:9]1[N:8]2[C:3]([C:2]([F:1])([F:15])[F:16])=[CH:4][CH:5]=[C:6]([C:12]([OH:14])=[O:13])[C:7]2=[N:11][N:10]=1. Reactant: [F:1][C:2]([F:16])([F:15])[C:3]1[N:8]2[CH:9]=[N:10][N:11]=[C:7]2[C:6]([C:12]([OH:14])=[O:13])=[CH:5][CH:4]=1.[Cl:17]N1C(=O)CCC1=O. The catalyst class is: 9. (2) The catalyst class is: 30. Product: [CH2:1]([O:5][C:6]1[C:15]2[C:10](=[CH:11][CH:12]=[C:13]([C:16]3[S:17][CH:18]=[C:19]([C:21]([OH:23])=[O:22])[N:20]=3)[CH:14]=2)[C:9](=[O:26])[N:8]([CH2:27][CH:28]([CH3:29])[CH3:30])[C:7]=1[CH2:31][NH:32][C:33]([O:35][C:36]([CH3:39])([CH3:38])[CH3:37])=[O:34])[CH2:2][CH2:3][CH3:4]. Reactant: [CH2:1]([O:5][C:6]1[C:15]2[C:10](=[CH:11][CH:12]=[C:13]([C:16]3[S:17][CH:18]=[C:19]([C:21]([O:23]CC)=[O:22])[N:20]=3)[CH:14]=2)[C:9](=[O:26])[N:8]([CH2:27][CH:28]([CH3:30])[CH3:29])[C:7]=1[CH2:31][NH:32][C:33]([O:35][C:36]([CH3:39])([CH3:38])[CH3:37])=[O:34])[CH2:2][CH2:3][CH3:4].C(O)C.[OH-].[Na+].Cl.